From a dataset of Reaction yield outcomes from USPTO patents with 853,638 reactions. Predict the reaction yield, written as a fraction of the theoretical maximum amount of product (1.0 means a 100% yield; for example, 0.34 means a 34% yield). The reactants are O=C[C@@H]([C@H]([C@@H]([C@@H](CO)O)O)O)O.C(OCCCC)(=O)C.[Cl:21][CH2:22][C:23](=[O:30])[CH2:24][C:25]([O:27][CH2:28][CH3:29])=[O:26].[OH-].[Na+]. The catalyst is O.C1C=[N+]([C@@H]2O[C@H](COP(OP(OC[C@H]3O[C@@H](N4C5N=CN=C(N)C=5N=C4)[C@H](OP(O)(O)=O)[C@@H]3O)(O)=O)(O)=O)[C@@H](O)[C@H]2O)C=C(C(N)=O)C=1. The product is [Cl:21][CH2:22][C@@H:23]([OH:30])[CH2:24][C:25]([O:27][CH2:28][CH3:29])=[O:26]. The yield is 0.874.